This data is from Full USPTO retrosynthesis dataset with 1.9M reactions from patents (1976-2016). The task is: Predict the reactants needed to synthesize the given product. (1) Given the product [N+:29]([C:32]1[CH:33]=[C:34]([CH2:38][S:39]([NH:42][C:24](=[O:26])[C:23]2[CH:27]=[CH:28][C:20]([CH2:19][N:11]([S:8]([C:5]3[CH:6]=[CH:7][C:2]([Cl:1])=[CH:3][CH:4]=3)(=[O:10])=[O:9])[CH2:12][C:13]3[CH:18]=[CH:17][CH:16]=[CH:15][N:14]=3)=[CH:21][CH:22]=2)(=[O:40])=[O:41])[CH:35]=[CH:36][CH:37]=1)([O-:31])=[O:30], predict the reactants needed to synthesize it. The reactants are: [Cl:1][C:2]1[CH:7]=[CH:6][C:5]([S:8]([N:11]([CH2:19][C:20]2[CH:28]=[CH:27][C:23]([C:24]([OH:26])=O)=[CH:22][CH:21]=2)[CH2:12][C:13]2[CH:18]=[CH:17][CH:16]=[CH:15][N:14]=2)(=[O:10])=[O:9])=[CH:4][CH:3]=1.[N+:29]([C:32]1[CH:33]=[C:34]([CH2:38][S:39]([NH2:42])(=[O:41])=[O:40])[CH:35]=[CH:36][CH:37]=1)([O-:31])=[O:30]. (2) Given the product [C:4]([CH2:6][CH2:7][CH2:8][CH2:9][O:10][C:11]1[CH:16]=[N:15][C:14]([N:17]2[CH2:22][CH2:21][CH:20]([C:23]3[C:32]([CH:33]([F:44])[C:34]4[CH:35]=[CH:36][C:37]([C:40]([F:41])([F:42])[F:43])=[CH:38][CH:39]=4)=[C:31]([CH:45]4[CH2:46][CH2:47][C:48]([F:52])([F:51])[CH2:49][CH2:50]4)[C:30]4[CH:29]([OH:53])[CH2:28][C:27]([CH3:55])([CH3:54])[CH2:26][C:25]=4[N:24]=3)[CH2:19][CH2:18]2)=[N:13][CH:12]=1)([OH:5])=[O:3], predict the reactants needed to synthesize it. The reactants are: C([O:3][C:4]([CH2:6][CH2:7][CH2:8][CH2:9][O:10][C:11]1[CH:12]=[N:13][C:14]([N:17]2[CH2:22][CH2:21][CH:20]([C:23]3[C:32]([CH:33]([F:44])[C:34]4[CH:39]=[CH:38][C:37]([C:40]([F:43])([F:42])[F:41])=[CH:36][CH:35]=4)=[C:31]([CH:45]4[CH2:50][CH2:49][C:48]([F:52])([F:51])[CH2:47][CH2:46]4)[C:30]4[CH:29]([OH:53])[CH2:28][C:27]([CH3:55])([CH3:54])[CH2:26][C:25]=4[N:24]=3)[CH2:19][CH2:18]2)=[N:15][CH:16]=1)=[O:5])C.O1CCCC1.[OH-].[Na+].Cl. (3) Given the product [NH2:8][C@H:9]1[CH2:14][CH2:13][C@@H:12]([N:15]([CH:17]([CH3:19])[CH3:18])[CH3:16])[CH2:11][C@H:10]1[CH2:20][CH:21]([OH:25])[CH:22]([CH3:24])[CH3:23].[ClH:33], predict the reactants needed to synthesize it. The reactants are: C([N:8](CC1C=CC=CC=1)[C@H:9]1[CH2:14][CH2:13][C@@H:12]([N:15]([CH:17]([CH3:19])[CH3:18])[CH3:16])[CH2:11][C@H:10]1[CH2:20][CH:21]([OH:25])[CH:22]([CH3:24])[CH3:23])C1C=CC=CC=1.[ClH:33]. (4) Given the product [Cl:1][C:2]1[CH:3]=[CH:4][C:5]2[N:11]3[C:12]([CH2:15][CH:16]([CH3:18])[CH3:17])=[CH:13][CH:14]=[C:10]3[C@@H:9]([CH2:19][CH2:20][N:21]3[C:25]([CH2:26][C:27]([OH:29])=[O:28])=[N:24][N:23]=[N:22]3)[O:8][C@H:7]([C:32]3[CH:37]=[CH:36][CH:35]=[C:34]([O:38][CH3:39])[C:33]=3[O:40][CH3:41])[C:6]=2[CH:42]=1, predict the reactants needed to synthesize it. The reactants are: [Cl:1][C:2]1[CH:3]=[CH:4][C:5]2[N:11]3[C:12]([CH2:15][CH:16]([CH3:18])[CH3:17])=[CH:13][CH:14]=[C:10]3[C@@H:9]([CH2:19][CH2:20][N:21]3[C:25]([CH2:26][C:27]([O:29]CC)=[O:28])=[N:24][N:23]=[N:22]3)[O:8][C@H:7]([C:32]3[CH:37]=[CH:36][CH:35]=[C:34]([O:38][CH3:39])[C:33]=3[O:40][CH3:41])[C:6]=2[CH:42]=1.C(O)C.C(=O)([O-])[O-].[K+].[K+].Cl. (5) The reactants are: [Cl:1][C:2]1[CH:23]=[CH:22][C:5]2[C:6](=[CH:14][C:15]3[CH:16]=[C:17]([NH2:21])[CH:18]=[CH:19][CH:20]=3)[C:7]3[CH:8]=[CH:9][S:10][C:11]=3[CH2:12][CH2:13][C:4]=2[CH:3]=1.[Li]CCCC.[Cl:29]C(Cl)(Cl)C(Cl)(Cl)Cl. Given the product [Cl:29][C:9]1[S:10][C:11]2[CH2:12][CH2:13][C:4]3[CH:3]=[C:2]([Cl:1])[CH:23]=[CH:22][C:5]=3[C:6](=[CH:14][C:15]3[CH:16]=[C:17]([NH2:21])[CH:18]=[CH:19][CH:20]=3)[C:7]=2[CH:8]=1, predict the reactants needed to synthesize it. (6) Given the product [Br:6][C:7]1[C:15]([S:2]([Cl:1])(=[O:5])=[O:3])=[CH:14][C:10]([C:11]([OH:13])=[O:12])=[C:9]([CH3:16])[CH:8]=1, predict the reactants needed to synthesize it. The reactants are: [Cl:1][S:2]([OH:5])(=O)=[O:3].[Br:6][C:7]1[CH:15]=[CH:14][C:10]([C:11]([OH:13])=[O:12])=[C:9]([CH3:16])[CH:8]=1. (7) Given the product [OH:1][CH:2]1[CH2:7][CH2:6][N:5]([C:15](=[O:17])[CH3:16])[CH2:4][CH2:3]1, predict the reactants needed to synthesize it. The reactants are: [OH:1][CH:2]1[CH2:7][CH2:6][NH:5][CH2:4][CH2:3]1.C(N(CC)CC)C.[C:15](Cl)(=[O:17])[CH3:16]. (8) The reactants are: Br[C:2]1[CH:3]=[C:4]([NH:10][C:11]2[S:12][C:13](CC)=[N:14][N:15]=2)[C:5](=[O:9])[N:6]([CH3:8])[CH:7]=1.[C:18]([O:21][CH2:22][C:23]1[C:24]([N:38]2[CH2:49][CH2:48][N:47]3[C:40](=[CH:41][C:42]4[CH2:43][C:44]([CH3:51])([CH3:50])[CH2:45][C:46]=43)[C:39]2=[O:52])=[N:25][CH:26]=[CH:27][C:28]=1B1OC(C)(C)C(C)(C)O1)(=[O:20])[CH3:19].[O-]P([O-])([O-])=O.[K+].[K+].[K+].[CH3:61][C:62](O[Na])=O. Given the product [C:18]([O:21][CH2:22][C:23]1[C:24]([N:38]2[CH2:49][CH2:48][N:47]3[C:40](=[CH:41][C:42]4[CH2:43][C:44]([CH3:50])([CH3:51])[CH2:45][C:46]=43)[C:39]2=[O:52])=[N:25][CH:26]=[CH:27][C:28]=1[C:2]1[CH:3]=[C:4]([NH:10][C:11]2[SH:12]([CH2:61][CH3:62])[CH:13]=[N:14][N:15]=2)[C:5](=[O:9])[N:6]([CH3:8])[CH:7]=1)(=[O:20])[CH3:19], predict the reactants needed to synthesize it.